From a dataset of Forward reaction prediction with 1.9M reactions from USPTO patents (1976-2016). Predict the product of the given reaction. (1) Given the reactants FC(F)(F)C(O)=O.C(OC([N:15]1[CH2:42][CH2:41][C:18]2[C:19]3[C:24]([NH:25][C:26]4[CH:31]=[CH:30][C:29]([F:32])=[CH:28][C:27]=4[O:33][CH:34]4[CH2:39][CH2:38][O:37][CH2:36][CH2:35]4)=[N:23][CH:22]=[N:21][C:20]=3[S:40][C:17]=2[CH2:16]1)=O)(C)(C)C, predict the reaction product. The product is: [F:32][C:29]1[CH:30]=[CH:31][C:26]([NH:25][C:24]2[C:19]3[C:18]4[CH2:41][CH2:42][NH:15][CH2:16][C:17]=4[S:40][C:20]=3[N:21]=[CH:22][N:23]=2)=[C:27]([O:33][CH:34]2[CH2:39][CH2:38][O:37][CH2:36][CH2:35]2)[CH:28]=1. (2) The product is: [CH2:23]([O:22][C:20](=[O:21])[CH2:19][O:11][N:10]=[C:8]([C:5]1[CH:4]=[CH:3][C:2]([F:1])=[CH:7][CH:6]=1)[CH3:9])[CH3:24]. Given the reactants [F:1][C:2]1[CH:7]=[CH:6][C:5]([C:8](=[N:10][OH:11])[CH3:9])=[CH:4][CH:3]=1.C(=O)([O-])[O-].[Cs+].[Cs+].Br[CH2:19][C:20]([O:22][CH2:23][CH3:24])=[O:21].[I-].[K+], predict the reaction product.